This data is from Full USPTO retrosynthesis dataset with 1.9M reactions from patents (1976-2016). The task is: Predict the reactants needed to synthesize the given product. (1) Given the product [F:1][C:2]1[CH:40]=[N:39][C:5]2[N:6]([C:30]3[CH:31]=[C:32]([CH:36]=[CH:37][CH:38]=3)[C:33]([NH:83][CH2:82][CH2:81][NH:80][C:79](=[O:84])[O:78][C:74]([CH3:77])([CH3:75])[CH3:76])=[O:34])[C:7](=[O:29])[N:8]([C@H:11]3[CH2:16][CH2:15][C@@H:14]([NH:17][C:18]([C:20]4[N:21]=[C:22]5[CH:27]=[CH:26][CH:25]=[CH:24][N:23]5[CH:28]=4)=[O:19])[CH2:13][CH2:12]3)[C:9](=[O:10])[C:4]=2[CH:3]=1, predict the reactants needed to synthesize it. The reactants are: [F:1][C:2]1[CH:40]=[N:39][C:5]2[N:6]([C:30]3[CH:31]=[C:32]([CH:36]=[CH:37][CH:38]=3)[C:33](O)=[O:34])[C:7](=[O:29])[N:8]([C@H:11]3[CH2:16][CH2:15][C@@H:14]([NH:17][C:18]([C:20]4[N:21]=[C:22]5[CH:27]=[CH:26][CH:25]=[CH:24][N:23]5[CH:28]=4)=[O:19])[CH2:13][CH2:12]3)[C:9](=[O:10])[C:4]=2[CH:3]=1.CCN(C(C)C)C(C)C.CN(C(ON1N=NC2C=CC=NC1=2)=[N+](C)C)C.F[P-](F)(F)(F)(F)F.[C:74]([O:78][C:79](=[O:84])[NH:80][CH2:81][CH2:82][NH2:83])([CH3:77])([CH3:76])[CH3:75]. (2) Given the product [N:1]1[CH:2]=[CH:3][N:4]2[C:9]=1[CH:8]=[CH:7][C:6]([O:10][C:11]1[CH:12]=[C:13]([NH:14][C:18](=[O:25])[C:19]3[CH:24]=[CH:23][CH:22]=[CH:21][CH:20]=3)[CH:15]=[CH:16][CH:17]=1)=[N:5]2, predict the reactants needed to synthesize it. The reactants are: [N:1]1[CH:2]=[CH:3][N:4]2[C:9]=1[CH:8]=[CH:7][C:6]([O:10][C:11]1[CH:12]=[C:13]([CH:15]=[CH:16][CH:17]=1)[NH2:14])=[N:5]2.[C:18](Cl)(=[O:25])[C:19]1[CH:24]=[CH:23][CH:22]=[CH:21][CH:20]=1. (3) Given the product [ClH:1].[Cl:1][C:2]1[C:3]([NH:19][C:20](=[O:32])[CH2:21][C:22]2[CH:27]=[CH:26][C:25]([C:28]([F:31])([F:30])[F:29])=[CH:24][CH:23]=2)=[C:4]2[C:9](=[CH:10][CH:11]=1)[CH2:8][NH:7][CH2:6][CH2:5]2, predict the reactants needed to synthesize it. The reactants are: [Cl:1][C:2]1[C:3]([NH:19][C:20](=[O:32])[CH2:21][C:22]2[CH:27]=[CH:26][C:25]([C:28]([F:31])([F:30])[F:29])=[CH:24][CH:23]=2)=[C:4]2[C:9](=[CH:10][CH:11]=1)[CH2:8][N:7](C(OC(C)(C)C)=O)[CH2:6][CH2:5]2.C(Cl)Cl.Cl. (4) Given the product [F:27][C:22]1[CH:23]=[CH:24][CH:25]=[CH:26][C:21]=1[CH2:20][N:13]1[C:14]2=[N:15][CH:16]=[CH:17][CH:18]=[C:19]2[C:11]([C:9]2[N:8]=[C:7]3[C:3]([N:4]([CH3:29])[C:5](=[O:28])[NH:6]3)=[C:2]([I:38])[N:10]=2)=[N:12]1, predict the reactants needed to synthesize it. The reactants are: N[C:2]1[N:10]=[C:9]([C:11]2[C:19]3[C:14](=[N:15][CH:16]=[CH:17][CH:18]=3)[N:13]([CH2:20][C:21]3[CH:26]=[CH:25][CH:24]=[CH:23][C:22]=3[F:27])[N:12]=2)[N:8]=[C:7]2[C:3]=1[N:4]([CH3:29])[C:5](=[O:28])[NH:6]2.N(OCCC(C)C)=O.[I:38]CI. (5) Given the product [CH:1]1([CH2:4][N:5]([CH:22]2[CH2:27][CH2:26][N:25]([CH2:28][CH2:29][C@@H:30]([C:41]3[CH:42]=[C:43]([F:48])[CH:44]=[C:45]([F:47])[CH:46]=3)[CH:31]3[CH2:36][CH2:35][N:34]([S:37]([CH3:40])(=[O:38])=[O:39])[CH2:33][CH2:32]3)[CH2:24][CH2:23]2)[C:6](=[O:21])[CH2:7][N:8]2[CH2:9][CH2:10][NH:11][CH2:12][CH2:13]2)[CH2:3][CH2:2]1, predict the reactants needed to synthesize it. The reactants are: [CH:1]1([CH2:4][N:5]([CH:22]2[CH2:27][CH2:26][N:25]([CH2:28][CH2:29][C@@H:30]([C:41]3[CH:46]=[C:45]([F:47])[CH:44]=[C:43]([F:48])[CH:42]=3)[CH:31]3[CH2:36][CH2:35][N:34]([S:37]([CH3:40])(=[O:39])=[O:38])[CH2:33][CH2:32]3)[CH2:24][CH2:23]2)[C:6](=[O:21])[CH2:7][N:8]2[CH2:13][CH2:12][N:11](C(OC(C)(C)C)=O)[CH2:10][CH2:9]2)[CH2:3][CH2:2]1. (6) Given the product [CH3:14][O:15][C:16]1[CH:24]=[CH:23][C:19]([C:20]2[O:3][C:4]3[C:5]([C:11](=[O:13])[CH:12]=2)=[CH:6][CH:7]=[C:8]([OH:10])[CH:9]=3)=[CH:18][CH:17]=1, predict the reactants needed to synthesize it. The reactants are: [OH-].[Li+].[OH:3][C:4]1[CH:9]=[C:8]([OH:10])[CH:7]=[CH:6][C:5]=1[C:11](=[O:13])[CH3:12].[CH3:14][O:15][C:16]1[CH:24]=[CH:23][C:19]([C:20](Cl)=O)=[CH:18][CH:17]=1.Cl. (7) The reactants are: [Cl:1][C:2]1[CH:3]=[C:4]([CH:14]=[CH:15][C:16]=1[Cl:17])[CH2:5][N:6]1[CH2:11][CH2:10][O:9][CH:8]([CH2:12][NH2:13])[CH2:7]1.[NH2:18][C:19]([C:21]1[CH:26]=[CH:25][C:24]([CH2:27][C:28](O)=[O:29])=[CH:23][CH:22]=1)=[O:20]. Given the product [Cl:1][C:2]1[CH:3]=[C:4]([CH:14]=[CH:15][C:16]=1[Cl:17])[CH2:5][N:6]1[CH2:11][CH2:10][O:9][CH:8]([CH2:12][NH:13][C:28](=[O:29])[CH2:27][C:24]2[CH:25]=[CH:26][C:21]([C:19]([NH2:18])=[O:20])=[CH:22][CH:23]=2)[CH2:7]1, predict the reactants needed to synthesize it.